From a dataset of Full USPTO retrosynthesis dataset with 1.9M reactions from patents (1976-2016). Predict the reactants needed to synthesize the given product. (1) Given the product [F:1][C:2]([F:18])([F:19])[O:3][C:4]1[CH:5]=[C:6]([CH:15]=[CH:16][CH:17]=1)[O:7][C:8]1[CH:9]=[C:10]([N:11]([CH2:29][C:28]2[CH:31]=[CH:32][CH:33]=[C:26]([O:25][C:21]([F:34])([F:20])[CH:22]([F:24])[F:23])[CH:27]=2)[CH2:46][C@@H:45]([OH:47])[C:2]([F:19])([F:18])[F:1])[CH:12]=[CH:13][CH:14]=1, predict the reactants needed to synthesize it. The reactants are: [F:1][C:2]([F:19])([F:18])[O:3][C:4]1[CH:5]=[C:6]([CH:15]=[CH:16][CH:17]=1)[O:7][C:8]1[CH:9]=[C:10]([CH:12]=[CH:13][CH:14]=1)[NH2:11].[F:20][C:21]([F:34])([O:25][C:26]1[CH:27]=[C:28]([CH:31]=[CH:32][CH:33]=1)[CH:29]=O)[CH:22]([F:24])[F:23].C(O[BH-](O[C:45](=[O:47])[CH3:46])OC(=O)C)(=O)C.[Na+].C(O)(=O)C. (2) The reactants are: [Br:1][CH2:2][C:3]1[CH:4]=[C:5]([CH:9]=[CH:10][CH:11]=1)[C:6](Br)=[O:7].[NH:12]1[CH2:17][CH2:16][CH2:15][CH2:14][CH2:13]1. Given the product [Br:1][CH2:2][C:3]1[CH:4]=[C:5]([C:6]([N:12]2[CH2:17][CH2:16][CH2:15][CH2:14][CH2:13]2)=[O:7])[CH:9]=[CH:10][CH:11]=1, predict the reactants needed to synthesize it. (3) The reactants are: [I:1][C:2]1[CH:8]=[CH:7][C:5](N)=[C:4]([N+:9]([O-:11])=[O:10])[CH:3]=1.S(=O)(=O)(O)O.N([O-])=O.[Na+].[I-:21].[Na+]. Given the product [I:21][C:5]1[CH:7]=[CH:8][C:2]([I:1])=[CH:3][C:4]=1[N+:9]([O-:11])=[O:10], predict the reactants needed to synthesize it. (4) Given the product [CH3:1][N:2]([CH3:23])[CH:3]1[CH2:8][CH2:7][CH2:6][N:5]([C:9]([C:11]2[CH:12]=[C:13]3[C:17](=[CH:18][CH:19]=2)[NH:16][C:15]([C:20]([N:24]2[CH2:29][CH2:28][O:27][CH2:26][CH2:25]2)=[O:21])=[CH:14]3)=[O:10])[CH2:4]1, predict the reactants needed to synthesize it. The reactants are: [CH3:1][N:2]([CH3:23])[CH:3]1[CH2:8][CH2:7][CH2:6][N:5]([C:9]([C:11]2[CH:12]=[C:13]3[C:17](=[CH:18][CH:19]=2)[NH:16][C:15]([C:20](O)=[O:21])=[CH:14]3)=[O:10])[CH2:4]1.[NH:24]1[CH2:29][CH2:28][O:27][CH2:26][CH2:25]1.Cl.C(N=C=NCCCN(C)C)C.